From a dataset of Cav3 T-type calcium channel HTS with 100,875 compounds. Binary Classification. Given a drug SMILES string, predict its activity (active/inactive) in a high-throughput screening assay against a specified biological target. The compound is S(Cc1noc(c1C(=O)NCCC(C)C)C(=O)NCCC(C)C)c1ncccc1. The result is 0 (inactive).